This data is from Full USPTO retrosynthesis dataset with 1.9M reactions from patents (1976-2016). The task is: Predict the reactants needed to synthesize the given product. (1) Given the product [F:1][C:2]1[CH:23]=[CH:22][C:5]([CH2:6][N:7]2[C:11]3=[CH:12][N:13]=[C:14]([C:16]([N:33]([OH:34])[CH3:32])=[O:17])[CH:15]=[C:10]3[C:9]([CH2:19][O:20][CH3:21])=[CH:8]2)=[CH:4][CH:3]=1, predict the reactants needed to synthesize it. The reactants are: [F:1][C:2]1[CH:23]=[CH:22][C:5]([CH2:6][N:7]2[C:11]3=[CH:12][N:13]=[C:14]([C:16](O)=[O:17])[CH:15]=[C:10]3[C:9]([CH2:19][O:20][CH3:21])=[CH:8]2)=[CH:4][CH:3]=1.CN1CCOCC1.Cl.[CH3:32][NH:33][OH:34]. (2) Given the product [CH:1]1[C:13]2[CH:12]([CH2:14][O:15][C:16]([N:18]3[CH2:23][CH2:22][C:21]([C:24]([Cl:47])=[O:25])([NH:27][C:28]([O:30][CH2:31][CH:32]4[C:44]5[CH:43]=[CH:42][CH:41]=[CH:40][C:39]=5[C:38]5[C:33]4=[CH:34][CH:35]=[CH:36][CH:37]=5)=[O:29])[CH2:20][CH2:19]3)=[O:17])[C:11]3[C:6](=[CH:7][CH:8]=[CH:9][CH:10]=3)[C:5]=2[CH:4]=[CH:3][CH:2]=1, predict the reactants needed to synthesize it. The reactants are: [CH:1]1[C:13]2[CH:12]([CH2:14][O:15][C:16]([N:18]3[CH2:23][CH2:22][C:21]([NH:27][C:28]([O:30][CH2:31][CH:32]4[C:44]5[CH:43]=[CH:42][CH:41]=[CH:40][C:39]=5[C:38]5[C:33]4=[CH:34][CH:35]=[CH:36][CH:37]=5)=[O:29])([C:24](O)=[O:25])[CH2:20][CH2:19]3)=[O:17])[C:11]3[C:6](=[CH:7][CH:8]=[CH:9][CH:10]=3)[C:5]=2[CH:4]=[CH:3][CH:2]=1.S(Cl)([Cl:47])=O. (3) The reactants are: [C:1]1(=[O:11])[NH:7][CH2:6][CH2:5][CH2:4][N:3]2[CH2:8][CH2:9][CH2:10][C@@H:2]12.[F:12][C:13]([F:47])([F:46])[C:14]1[CH:15]=[C:16]([C:24]([CH3:45])([CH3:44])[C:25]([N:27]([C:29]2[CH:30]=[N:31][C:32](Cl)=[CH:33][C:34]=2[C:35]2[CH:40]=[CH:39][C:38]([F:41])=[CH:37][C:36]=2[CH3:42])[CH3:28])=[O:26])[CH:17]=[C:18]([C:20]([F:23])([F:22])[F:21])[CH:19]=1.CNCCNC.C(=O)([O-])[O-].[Cs+].[Cs+]. Given the product [F:23][C:20]([F:21])([F:22])[C:18]1[CH:17]=[C:16]([C:24]([CH3:45])([CH3:44])[C:25]([N:27]([C:29]2[CH:30]=[N:31][C:32]([N:7]3[CH2:6][CH2:5][CH2:4][N:3]4[CH2:8][CH2:9][CH2:10][C@H:2]4[C:1]3=[O:11])=[CH:33][C:34]=2[C:35]2[CH:40]=[CH:39][C:38]([F:41])=[CH:37][C:36]=2[CH3:42])[CH3:28])=[O:26])[CH:15]=[C:14]([C:13]([F:47])([F:12])[F:46])[CH:19]=1, predict the reactants needed to synthesize it.